This data is from Forward reaction prediction with 1.9M reactions from USPTO patents (1976-2016). The task is: Predict the product of the given reaction. (1) Given the reactants [NH2:1][C:2]1[S:3][C:4]([C:13]2[CH:18]=[CH:17][N:16]=[C:15]([NH:19][C:20]3[CH:25]=[CH:24][CH:23]=[C:22](I)[CH:21]=3)[N:14]=2)=[C:5]([C:7]2[CH:12]=[CH:11][CH:10]=[CH:9][CH:8]=2)[N:6]=1.CS(C1N=C(C2SC(N)=NC=2C2C=CC=CC=2)C=CN=1)=O.IC1C=C(C=CC=1)N.[CH3:56][C:57]([OH:61])([C:59]#[CH:60])[CH3:58].C1(P(C2C=CC=CC=2)C2C=CC=CC=2)C=CC=CC=1, predict the reaction product. The product is: [NH2:1][C:2]1[S:3][C:4]([C:13]2[CH:18]=[CH:17][N:16]=[C:15]([NH:19][C:20]3[CH:25]=[CH:24][CH:23]=[C:22]([C:60]#[C:59][C:57]([OH:61])([CH3:58])[CH3:56])[CH:21]=3)[N:14]=2)=[C:5]([C:7]2[CH:12]=[CH:11][CH:10]=[CH:9][CH:8]=2)[N:6]=1. (2) Given the reactants [CH3:1][N:2]([CH2:4][C:5]1[N:6]=[C:7]([NH:24][C:25]2[CH:30]=[CH:29][C:28]([C:31]([F:34])([F:33])[F:32])=[CH:27][CH:26]=2)[N:8]2[C:13]=1[CH:12]=[C:11]([C:14]1[C:19]([C:20]([F:23])([F:22])[F:21])=[CH:18][CH:17]=[CH:16][N:15]=1)[CH:10]=[N:9]2)[CH3:3].[NH:35]1C=CN=[CH:36]1.IC, predict the reaction product. The product is: [N:2]1([CH2:4][C:5]2[N:6]=[C:7]([NH:24][C:25]3[CH:26]=[CH:27][C:28]([C:31]([F:33])([F:34])[F:32])=[CH:29][CH:30]=3)[N:8]3[C:13]=2[CH:12]=[C:11]([C:14]2[C:19]([C:20]([F:23])([F:22])[F:21])=[CH:18][CH:17]=[CH:16][N:15]=2)[CH:10]=[N:9]3)[CH:1]=[CH:36][N:35]=[CH:3]1. (3) Given the reactants [NH2:1][C:2]1[C:7]([OH:8])=[CH:6][CH:5]=[CH:4][N:3]=1.[OH-].[Na+].CS(C)=O.Br[CH2:16][C:17]([O:19][C:20]([CH3:23])([CH3:22])[CH3:21])=[O:18], predict the reaction product. The product is: [NH2:1][C:2]1[C:7]([O:8][CH2:16][C:17]([O:19][C:20]([CH3:23])([CH3:22])[CH3:21])=[O:18])=[CH:6][CH:5]=[CH:4][N:3]=1. (4) Given the reactants [NH:1]1[C:9]2[C:4](=[CH:5][CH:6]=[CH:7][CH:8]=2)[C:3]([CH2:10][CH2:11][CH2:12][C:13]([OH:15])=O)=[CH:2]1.C(N1C=CN=C1)(N1C=CN=C1)=O.[CH2:28]([N:35]1[CH2:40][CH2:39][CH:38]([CH2:41][CH2:42][NH2:43])[CH2:37][CH2:36]1)[C:29]1[CH:34]=[CH:33][CH:32]=[CH:31][CH:30]=1, predict the reaction product. The product is: [CH2:28]([N:35]1[CH2:40][CH2:39][CH:38]([CH2:41][CH2:42][NH:43][C:13](=[O:15])[CH2:12][CH2:11][CH2:10][C:3]2[C:4]3[C:9](=[CH:8][CH:7]=[CH:6][CH:5]=3)[NH:1][CH:2]=2)[CH2:37][CH2:36]1)[C:29]1[CH:34]=[CH:33][CH:32]=[CH:31][CH:30]=1. (5) Given the reactants [Cl:1][C:2]1[CH:7]=[CH:6][C:5]([CH2:8][NH:9][C:10]([C:12]2[NH:13][C:14]3[C:19]([CH:20]=2)=[CH:18][C:17]([NH:21][C:22](=[O:30])[CH2:23][CH2:24][O:25]C(C)(C)C)=[CH:16][CH:15]=3)=[O:11])=[C:4]([F:31])[C:3]=1[O:32][C:33]1[CH:38]=[C:37]([C:39]#[N:40])[CH:36]=[C:35]([Cl:41])[CH:34]=1, predict the reaction product. The product is: [Cl:1][C:2]1[CH:7]=[CH:6][C:5]([CH2:8][NH:9][C:10]([C:12]2[NH:13][C:14]3[C:19]([CH:20]=2)=[CH:18][C:17]([NH:21][C:22](=[O:30])[CH2:23][CH2:24][OH:25])=[CH:16][CH:15]=3)=[O:11])=[C:4]([F:31])[C:3]=1[O:32][C:33]1[CH:38]=[C:37]([C:39]#[N:40])[CH:36]=[C:35]([Cl:41])[CH:34]=1. (6) The product is: [F:33][C:30]([F:31])([F:32])[C:29]([N:2]([CH3:1])[CH2:3][C:4]1([CH2:8][N:9]2[CH:13]=[C:12]([N+:14]([O-:16])=[O:15])[CH:11]=[N:10]2)[CH2:7][O:6][CH2:5]1)=[O:34]. Given the reactants [CH3:1][NH:2][CH2:3][C:4]1([CH2:8][N:9]2[CH:13]=[C:12]([N+:14]([O-:16])=[O:15])[CH:11]=[N:10]2)[CH2:7][O:6][CH2:5]1.CCN(CC)CC.[F:31][C:30]([F:33])([F:32])[C:29](O[C:29](=[O:34])[C:30]([F:33])([F:32])[F:31])=[O:34], predict the reaction product.